From a dataset of NCI-60 drug combinations with 297,098 pairs across 59 cell lines. Regression. Given two drug SMILES strings and cell line genomic features, predict the synergy score measuring deviation from expected non-interaction effect. (1) Drug 2: CN(CC1=CN=C2C(=N1)C(=NC(=N2)N)N)C3=CC=C(C=C3)C(=O)NC(CCC(=O)O)C(=O)O. Drug 1: C1=NC2=C(N1)C(=S)N=C(N2)N. Cell line: K-562. Synergy scores: CSS=55.6, Synergy_ZIP=-5.82, Synergy_Bliss=-7.22, Synergy_Loewe=-4.49, Synergy_HSA=-1.75. (2) Drug 1: C1=CN(C(=O)N=C1N)C2C(C(C(O2)CO)O)O.Cl. Drug 2: CC(C)(C#N)C1=CC(=CC(=C1)CN2C=NC=N2)C(C)(C)C#N. Cell line: HS 578T. Synergy scores: CSS=7.72, Synergy_ZIP=-5.05, Synergy_Bliss=-3.31, Synergy_Loewe=-1.42, Synergy_HSA=-0.811. (3) Drug 1: C#CCC(CC1=CN=C2C(=N1)C(=NC(=N2)N)N)C3=CC=C(C=C3)C(=O)NC(CCC(=O)O)C(=O)O. Drug 2: CC(C)CN1C=NC2=C1C3=CC=CC=C3N=C2N. Cell line: SK-OV-3. Synergy scores: CSS=1.54, Synergy_ZIP=0.555, Synergy_Bliss=3.34, Synergy_Loewe=-4.37, Synergy_HSA=-4.56. (4) Drug 1: C1CN1P(=S)(N2CC2)N3CC3. Drug 2: CN1C2=C(C=C(C=C2)N(CCCl)CCCl)N=C1CCCC(=O)O.Cl. Cell line: HCT-15. Synergy scores: CSS=6.40, Synergy_ZIP=-3.83, Synergy_Bliss=-5.19, Synergy_Loewe=-9.87, Synergy_HSA=-8.31. (5) Drug 1: COC1=C(C=C2C(=C1)N=CN=C2NC3=CC(=C(C=C3)F)Cl)OCCCN4CCOCC4. Drug 2: CS(=O)(=O)CCNCC1=CC=C(O1)C2=CC3=C(C=C2)N=CN=C3NC4=CC(=C(C=C4)OCC5=CC(=CC=C5)F)Cl. Cell line: NCIH23. Synergy scores: CSS=11.0, Synergy_ZIP=-3.54, Synergy_Bliss=-0.257, Synergy_Loewe=-3.02, Synergy_HSA=-1.23. (6) Drug 1: CC1=C(C=C(C=C1)NC2=NC=CC(=N2)N(C)C3=CC4=NN(C(=C4C=C3)C)C)S(=O)(=O)N.Cl. Drug 2: C(=O)(N)NO. Cell line: SNB-19. Synergy scores: CSS=2.79, Synergy_ZIP=-0.0105, Synergy_Bliss=1.25, Synergy_Loewe=0.497, Synergy_HSA=-0.0499.